From a dataset of Reaction yield outcomes from USPTO patents with 853,638 reactions. Predict the reaction yield, written as a fraction of the theoretical maximum amount of product (1.0 means a 100% yield; for example, 0.34 means a 34% yield). The reactants are O=[C:2]1[CH2:10][CH2:9][CH2:8][C:7]2[NH:6][CH:5]=[CH:4][C:3]1=2.[H-].[Al+3].[Li+].[H-].[H-].[H-]. The catalyst is C1COCC1. The product is [NH:6]1[C:7]2[CH:3]([CH2:2][CH:10]=[CH:9][CH:8]=2)[CH2:4][CH2:5]1. The yield is 0.840.